Dataset: Catalyst prediction with 721,799 reactions and 888 catalyst types from USPTO. Task: Predict which catalyst facilitates the given reaction. (1) Reactant: Cl.[CH3:2][N:3](C)[CH2:4]CCN=C=NCC.C[O:14][CH2:15][CH:16]([O:18][C:19]1[CH:20]=[C:21]([CH:25]=[C:26]([O:28][C:29]2[CH:34]=[CH:33][C:32]([C:35]3[O:36][C:37]([CH3:40])=[N:38][N:39]=3)=[CH:31][CH:30]=2)[CH:27]=1)[C:22]([OH:24])=O)[CH3:17].[NH2:41][C:42]1[S:43][CH:44]=[C:45]([CH3:47])[N:46]=1. Product: [CH3:40][C:37]1[O:36][C:35]([C:32]2[CH:31]=[CH:30][C:29]([O:28][C:26]3[CH:25]=[C:21]([CH:20]=[C:19]([O:18][CH:16]4[CH2:17][CH2:2][N:3]([CH3:4])[C:15]4=[O:14])[CH:27]=3)[C:22]([NH:41][C:42]3[S:43][CH:44]=[C:45]([CH3:47])[N:46]=3)=[O:24])=[CH:34][CH:33]=2)=[N:39][N:38]=1. The catalyst class is: 143. (2) Reactant: P(Cl)(Cl)(Cl)(Cl)Cl.B(F)(F)F.[CH3:11]COCC.[OH:16][C:17]1[C:22]([C:23](=[O:35])[CH2:24][CH2:25][C:26]2[CH:31]=[CH:30][C:29]([O:32][CH3:33])=[C:28]([OH:34])[CH:27]=2)=[C:21]([O:36][CH3:37])[C:20]([O:38][CH3:39])=[C:19]([O:40][CH3:41])[CH:18]=1.Cl. Product: [OH:34][C:28]1[CH:27]=[C:26]([CH:31]=[CH:30][C:29]=1[O:32][CH3:33])[CH2:25][C:24]1[C:23](=[O:35])[C:22]2[C:17](=[CH:18][C:19]([O:40][CH3:41])=[C:20]([O:38][CH3:39])[C:21]=2[O:36][CH3:37])[O:16][CH:11]=1. The catalyst class is: 39. (3) Reactant: [C-:1]#[N:2].[CH3:3][C@H:4]([NH:7][C:8](=[O:17])[O:9][CH2:10][C:11]1[CH:16]=[CH:15][CH:14]=[CH:13][CH:12]=1)[CH:5]=[O:6].[NH4+].[Cl-].O. Product: [C:1]([CH:5]([OH:6])[C@@H:4]([NH:7][C:8](=[O:17])[O:9][CH2:10][C:11]1[CH:16]=[CH:15][CH:14]=[CH:13][CH:12]=1)[CH3:3])#[N:2]. The catalyst class is: 11. (4) Reactant: [N:1]([CH2:4][C:5]1[CH:10]=[C:9]([C:11]([F:14])([F:13])[F:12])[CH:8]=[C:7]([C:15]([F:18])([F:17])[F:16])[CH:6]=1)=[N+:2]=[N-:3].[C:19]([CH2:21][C:22]([O:24][CH2:25]C)=[O:23])#[N:20].C[O-].[Na+]. Product: [CH3:25][O:24][C:22]([C:21]1[N:3]=[N:2][N:1]([CH2:4][C:5]2[CH:6]=[C:7]([C:15]([F:16])([F:17])[F:18])[CH:8]=[C:9]([C:11]([F:13])([F:14])[F:12])[CH:10]=2)[C:19]=1[NH2:20])=[O:23]. The catalyst class is: 5. (5) Reactant: [CH3:1][O:2][C:3](=[O:41])[C@@H:4]([NH:33][C:34]([O:36][C:37]([CH3:40])([CH3:39])[CH3:38])=[O:35])[CH2:5][C:6]1[CH:7]=[CH:8][C:9]2[O:14][C@@H:13]([C:15]3[CH:20]=[CH:19][C:18]([O:21][CH2:22][C:23]4[CH:28]=[CH:27][C:26]([Cl:29])=[C:25]([Cl:30])[CH:24]=4)=[CH:17][CH:16]=3)[C:12](=[O:31])[NH:11][C:10]=2[CH:32]=1.CO.[C:44]1(P(C2C=CC=CC=2)C2C=CC=CC=2)C=CC=CC=1.CC(OC(/N=N/C(OC(C)C)=O)=O)C. Product: [CH3:1][O:2][C:3](=[O:41])[C@@H:4]([NH:33][C:34]([O:36][C:37]([CH3:38])([CH3:40])[CH3:39])=[O:35])[CH2:5][C:6]1[CH:7]=[CH:8][C:9]2[O:14][C@@H:13]([C:15]3[CH:16]=[CH:17][C:18]([O:21][CH2:22][C:23]4[CH:28]=[CH:27][C:26]([Cl:29])=[C:25]([Cl:30])[CH:24]=4)=[CH:19][CH:20]=3)[C:12](=[O:31])[N:11]([CH3:44])[C:10]=2[CH:32]=1. The catalyst class is: 76. (6) Reactant: [C:1]([CH2:7][C:8]#[N:9])(=O)[C:2]([CH3:5])([CH3:4])[CH3:3].Cl.[C:11]([C:15]1[CH:20]=[CH:19][C:18]([NH:21][NH2:22])=[CH:17][CH:16]=1)([CH3:14])([CH3:13])[CH3:12].C(OCC)(=O)C. Product: [C:2]([C:1]1[CH:7]=[C:8]([NH2:9])[N:21]([C:18]2[CH:19]=[CH:20][C:15]([C:11]([CH3:14])([CH3:13])[CH3:12])=[CH:16][CH:17]=2)[N:22]=1)([CH3:5])([CH3:4])[CH3:3]. The catalyst class is: 5.